Predict the reactants needed to synthesize the given product. From a dataset of Retrosynthesis with 50K atom-mapped reactions and 10 reaction types from USPTO. Given the product O=S(Cc1ccco1)SCc1ccco1, predict the reactants needed to synthesize it. The reactants are: O=C(OO)c1cccc(Cl)c1.c1coc(CSSCc2ccco2)c1.